The task is: Predict which catalyst facilitates the given reaction.. This data is from Catalyst prediction with 721,799 reactions and 888 catalyst types from USPTO. Reactant: C([O:4][C@@H:5]1[C@@H:9]([CH2:10][O:11][Si:12]([C:25]([CH3:28])([CH3:27])[CH3:26])([C:19]2[CH:24]=[CH:23][CH:22]=[CH:21][CH:20]=2)[C:13]2[CH:18]=[CH:17][CH:16]=[CH:15][CH:14]=2)[O:8][C@@H:7]([N:29]2[C:46]3[N:45]=[CH:44][N:43]=[C:33]([NH:34][C:35](=[O:42])[C:36]4[CH:41]=[CH:40][CH:39]=[CH:38][CH:37]=4)[C:32]=3[N:31]=[CH:30]2)[C@@H:6]1[OH:47])C=C.[CH3:48][N+]1([O-])CCOCC1.CO.C(OCC)(=O)C.[O:64]1CC[O:67][CH2:66][CH2:65]1. Product: [Si:12]([O:11][CH2:10][C@H:9]1[O:8][C@@H:7]([N:29]2[C:46]3[N:45]=[CH:44][N:43]=[C:33]([NH:34][C:35](=[O:42])[C:36]4[CH:37]=[CH:38][CH:39]=[CH:40][CH:41]=4)[C:32]=3[N:31]=[CH:30]2)[C@H:6]([O:47][CH2:48][CH:66]([OH:67])[CH2:65][OH:64])[C@@H:5]1[OH:4])([C:25]([CH3:28])([CH3:27])[CH3:26])([C:13]1[CH:18]=[CH:17][CH:16]=[CH:15][CH:14]=1)[C:19]1[CH:20]=[CH:21][CH:22]=[CH:23][CH:24]=1. The catalyst class is: 2.